Dataset: Forward reaction prediction with 1.9M reactions from USPTO patents (1976-2016). Task: Predict the product of the given reaction. (1) Given the reactants [CH:1]1([NH:4][C:5]2[CH:10]=[CH:9][CH:8]=[C:7]([O:11][CH3:12])[CH:6]=2)[CH2:3][CH2:2]1.[OH-].[K+].[Cl:15][CH2:16][C:17](Cl)=[O:18], predict the reaction product. The product is: [Cl:15][CH2:16][C:17]([N:4]([CH:1]1[CH2:3][CH2:2]1)[C:5]1[CH:10]=[CH:9][CH:8]=[C:7]([O:11][CH3:12])[CH:6]=1)=[O:18]. (2) Given the reactants [Br:1][C:2]1[CH:7]=[CH:6][C:5]([C:8]2[O:12][N:11]=[C:10]([CH3:13])[C:9]=2C(O)=O)=[CH:4][C:3]=1[CH3:17].C([N:20]([CH2:23]C)CC)C.C1(P(N=[N+]=[N-])(C2C=CC=CC=2)=[O:32])C=CC=CC=1.[F:42][C:43]1[CH:48]=[CH:47][CH:46]=[CH:45][C:44]=1[C@H:49]([OH:51])[CH3:50], predict the reaction product. The product is: [F:42][C:43]1[CH:48]=[CH:47][CH:46]=[CH:45][C:44]=1[C@H:49]([O:51][C:23](=[O:32])[NH:20][C:9]1[C:10]([CH3:13])=[N:11][O:12][C:8]=1[C:5]1[CH:6]=[CH:7][C:2]([Br:1])=[C:3]([CH3:17])[CH:4]=1)[CH3:50]. (3) Given the reactants [CH3:1][O:2][C:3]1[CH:4]=[C:5]([CH:13]=[C:14]([O:16][CH3:17])[CH:15]=1)[CH:6]=[C:7]1[CH2:11][CH2:10][CH2:9][C:8]1=[O:12].[Cl-:18].[CH3:19][N+:20](=[CH2:22])[CH3:21], predict the reaction product. The product is: [ClH:18].[CH3:17][O:16][C:14]1[CH:13]=[C:5]([CH:4]=[C:3]([O:2][CH3:1])[CH:15]=1)[CH:6]=[C:7]1[CH2:11][CH2:10][CH:9]([CH2:19][N:20]([CH3:22])[CH3:21])[C:8]1=[O:12]. (4) Given the reactants [C:1]([C:5]1[CH:6]=[C:7]([N+:14]([O-:16])=[O:15])[C:8]([O:12][CH3:13])=[C:9]([CH:11]=1)[NH2:10])([CH3:4])([CH3:3])[CH3:2].C1(C)C=CC=CC=1.[CH3:24][S:25](Cl)(=[O:27])=[O:26].Cl, predict the reaction product. The product is: [C:1]([C:5]1[CH:6]=[C:7]([N+:14]([O-:16])=[O:15])[C:8]([O:12][CH3:13])=[C:9]([NH:10][S:25]([CH3:24])(=[O:27])=[O:26])[CH:11]=1)([CH3:4])([CH3:2])[CH3:3]. (5) Given the reactants Cl[CH:2]([O:4][C:5](=[O:32])[N:6]([C:29](=[O:31])[CH3:30])[CH2:7][C@@H:8]1[O:12][C:11](=[O:13])[N:10]([C:14]2[CH:19]=[CH:18][C:17]([CH:20]3[CH2:25][CH2:24][S:23](=[O:27])(=[O:26])[CH2:22][CH2:21]3)=[C:16]([F:28])[CH:15]=2)[CH2:9]1)[CH3:3].[CH3:33][C:34]([CH3:39])([CH3:38])[C:35]([O-:37])=[O:36].[Cs+].[I-].[Na+].C(#N)C, predict the reaction product. The product is: [C:29]([N:6]([CH2:7][C@@H:8]1[O:12][C:11](=[O:13])[N:10]([C:14]2[CH:19]=[CH:18][C:17]([CH:20]3[CH2:25][CH2:24][S:23](=[O:27])(=[O:26])[CH2:22][CH2:21]3)=[C:16]([F:28])[CH:15]=2)[CH2:9]1)[C:5]([O:4][CH:2]([O:37][C:35](=[O:36])[C:34]([CH3:39])([CH3:38])[CH3:33])[CH3:3])=[O:32])(=[O:31])[CH3:30]. (6) Given the reactants [NH:1]1[CH:5]=[N:4][C:3]([CH2:6][C:7]([O:9][CH2:10][CH3:11])=[O:8])=[N:2]1.[H-].[Na+].CS(O[CH2:19][CH2:20][C@H:21]1[O:27][C@H:26]([C:28]2[CH:33]=[CH:32][CH:31]=[C:30]([O:34][CH3:35])[C:29]=2[O:36][CH3:37])[C:25]2[CH:38]=[C:39]([Cl:42])[CH:40]=[CH:41][C:24]=2[N:23]2[CH:43]=[CH:44][CH:45]=[C:22]12)(=O)=O.O, predict the reaction product. The product is: [Cl:42][C:39]1[CH:40]=[CH:41][C:24]2[N:23]3[CH:43]=[CH:44][CH:45]=[C:22]3[C@@H:21]([CH2:20][CH2:19][N:1]3[CH:5]=[N:4][C:3]([CH2:6][C:7]([O:9][CH2:10][CH3:11])=[O:8])=[N:2]3)[O:27][C@H:26]([C:28]3[CH:33]=[CH:32][CH:31]=[C:30]([O:34][CH3:35])[C:29]=3[O:36][CH3:37])[C:25]=2[CH:38]=1.